This data is from Catalyst prediction with 721,799 reactions and 888 catalyst types from USPTO. The task is: Predict which catalyst facilitates the given reaction. Reactant: Cl.Cl.[CH3:3][C:4]1([N:8]2[CH2:12][CH2:11][CH2:10][CH2:9]2)[CH2:7][NH:6][CH2:5]1.CCN(C(C)C)C(C)C.[CH3:22][C:23]([O:26][C:27]([N:29]([C:47]([O:49][C:50]([CH3:53])([CH3:52])[CH3:51])=[O:48])[N:30]([C:38]1[C:43]([F:44])=[C:42](Cl)[N:41]=[C:40]([Cl:46])[N:39]=1)[C:31]([O:33][C:34]([CH3:37])([CH3:36])[CH3:35])=[O:32])=[O:28])([CH3:25])[CH3:24]. Product: [Cl:46][C:40]1[N:39]=[C:38]([N:30]([C:31]([O:33][C:34]([CH3:37])([CH3:36])[CH3:35])=[O:32])[N:29]([C:27]([O:26][C:23]([CH3:22])([CH3:24])[CH3:25])=[O:28])[C:47]([O:49][C:50]([CH3:51])([CH3:52])[CH3:53])=[O:48])[C:43]([F:44])=[C:42]([N:6]2[CH2:7][C:4]([CH3:3])([N:8]3[CH2:12][CH2:11][CH2:10][CH2:9]3)[CH2:5]2)[N:41]=1. The catalyst class is: 3.